This data is from Forward reaction prediction with 1.9M reactions from USPTO patents (1976-2016). The task is: Predict the product of the given reaction. (1) Given the reactants [CH2:1]([N:3]([CH2:36][CH3:37])[CH2:4][CH2:5][CH2:6][NH:7][C:8]1[N:9]=[C:10]([C:27]2[CH:28]=[C:29]([CH:33]=[CH:34][CH:35]=2)[C:30]([OH:32])=O)[C:11]2[CH:17]=[CH:16][C:15](=[O:18])[N:14]([C:19]3[C:24]([F:25])=[CH:23][CH:22]=[CH:21][C:20]=3[F:26])[C:12]=2[N:13]=1)[CH3:2].CN(C(ON1N=NC2C=CC=CC1=2)=[N+](C)C)C.F[P-](F)(F)(F)(F)F.C(N(CC)CC)C.[C:69]([NH2:73])([CH3:72])([CH3:71])[CH3:70], predict the reaction product. The product is: [CH2:1]([N:3]([CH2:36][CH3:37])[CH2:4][CH2:5][CH2:6][NH:7][C:8]1[N:9]=[C:10]([C:27]2[CH:28]=[C:29]([CH:33]=[CH:34][CH:35]=2)[C:30]([NH:73][C:69]([CH3:72])([CH3:71])[CH3:70])=[O:32])[C:11]2[CH:17]=[CH:16][C:15](=[O:18])[N:14]([C:19]3[C:24]([F:25])=[CH:23][CH:22]=[CH:21][C:20]=3[F:26])[C:12]=2[N:13]=1)[CH3:2]. (2) The product is: [C:29]([NH:28][C:26]1[S:27][C:23]2[CH:22]=[CH:21][CH:20]=[C:19]([O:18][C:14]3[N:15]=[CH:16][N:17]=[C:12]([C:3]4[CH:4]=[CH:5][C:6]([C:8]([F:11])([F:9])[F:10])=[CH:7][C:2]=4[O:1][S:39]([C:42]([F:45])([F:44])[F:43])(=[O:41])=[O:40])[CH:13]=3)[C:24]=2[N:25]=1)(=[O:31])[CH3:30]. Given the reactants [OH:1][C:2]1[CH:7]=[C:6]([C:8]([F:11])([F:10])[F:9])[CH:5]=[CH:4][C:3]=1[C:12]1[N:17]=[CH:16][N:15]=[C:14]([O:18][C:19]2[C:24]3[N:25]=[C:26]([NH:28][C:29](=[O:31])[CH3:30])[S:27][C:23]=3[CH:22]=[CH:21][CH:20]=2)[CH:13]=1.C1C=CC(N([S:39]([C:42]([F:45])([F:44])[F:43])(=[O:41])=[O:40])[S:39]([C:42]([F:45])([F:44])[F:43])(=[O:41])=[O:40])=CC=1.C(N(CC)C(C)C)(C)C.O, predict the reaction product. (3) Given the reactants [OH2:1].[OH2:2].O.O.O.O.O.O.O.[S-2:10].[Na+].[Na+].[S].Cl[C:15]1[C:16]([N+:24]([O-])=O)=[C:17]([CH:21]=[CH:22][CH:23]=1)[C:18](O)=O.[S-2:27].[Na+].[Na+].[S].[C:31](O)(=O)C, predict the reaction product. The product is: [SH:10][C:31]1[S:27][C:15]2[C:16](=[C:17]([C:18]([OH:2])=[O:1])[CH:21]=[CH:22][CH:23]=2)[N:24]=1. (4) Given the reactants [F:1][CH:2]([F:21])[CH2:3][N:4]1[CH2:19][CH:7]2[CH2:8][N:9](C(OC(C)(C)C)=O)[CH2:10][CH2:11][N:6]2[C:5]1=[O:20].C(O)(C(F)(F)F)=O, predict the reaction product. The product is: [F:21][CH:2]([F:1])[CH2:3][N:4]1[CH2:19][CH:7]2[CH2:8][NH:9][CH2:10][CH2:11][N:6]2[C:5]1=[O:20].